Dataset: Reaction yield outcomes from USPTO patents with 853,638 reactions. Task: Predict the reaction yield, written as a fraction of the theoretical maximum amount of product (1.0 means a 100% yield; for example, 0.34 means a 34% yield). The product is [CH2:11]([O:13][C:14]([C:16]1[NH:20][C:19]2[CH:21]=[C:22]([Br:24])[S:23][C:18]=2[C:17]=1[I:2])=[O:15])[CH3:12]. The reactants are [Na+].[I-:2].ClN1C(=O)CCC1=O.[CH2:11]([O:13][C:14]([C:16]1[NH:20][C:19]2[CH:21]=[C:22]([Br:24])[S:23][C:18]=2[CH:17]=1)=[O:15])[CH3:12].[O-]S([O-])(=S)=O.[Na+].[Na+]. The yield is 0.920. The catalyst is CC(C)=O.